This data is from Forward reaction prediction with 1.9M reactions from USPTO patents (1976-2016). The task is: Predict the product of the given reaction. (1) Given the reactants [NH2:1][C:2]1[CH:7]=[CH:6][CH:5]=[CH:4][C:3]=1[C:8](=[O:10])[CH3:9].[Cl:11][C:12]1[CH:17]=[CH:16][C:15]([Mg]Br)=[CH:14][CH:13]=1.C1N=CN([C:25](N2C=NC=C2)=[O:26])C=1.Cl, predict the reaction product. The product is: [Cl:11][C:12]1[CH:17]=[CH:16][C:15]([C:8]2([CH3:9])[C:3]3[CH:4]=[CH:5][CH:6]=[CH:7][C:2]=3[NH:1][C:25](=[O:26])[O:10]2)=[CH:14][CH:13]=1. (2) Given the reactants [C:1]1([S:7]([N:10]2[C:18]3[C:13](=[C:14]([CH3:22])[CH:15]=[C:16]([Cl:21])[C:17]=3[O:19][CH3:20])[CH:12]=[N:11]2)(=[O:9])=[O:8])[CH:6]=[CH:5][CH:4]=[CH:3][CH:2]=1.[Br:23]N1C(=O)CCC1=O.C(OOC(=O)C1C=CC=CC=1)(=O)C1C=CC=CC=1, predict the reaction product. The product is: [C:1]1([S:7]([N:10]2[C:18]3[C:13](=[C:14]([CH2:22][Br:23])[CH:15]=[C:16]([Cl:21])[C:17]=3[O:19][CH3:20])[CH:12]=[N:11]2)(=[O:9])=[O:8])[CH:2]=[CH:3][CH:4]=[CH:5][CH:6]=1. (3) Given the reactants [NH2:1][C:2]1[CH:7]=[C:6]([O:8][C:9]2[CH:14]=[CH:13][C:12]([NH2:15])=[C:11]([Cl:16])[CH:10]=2)[CH:5]=[CH:4][N:3]=1.[Cl:17]N1C(=O)CCC1=O.C(O)(C)C, predict the reaction product. The product is: [NH2:1][C:2]1[CH:7]=[C:6]([O:8][C:9]2[CH:14]=[C:13]([Cl:17])[C:12]([NH2:15])=[C:11]([Cl:16])[CH:10]=2)[CH:5]=[CH:4][N:3]=1. (4) The product is: [CH3:68][C:65]([CH3:66])([CH3:67])[CH2:64][N:63]1[C:56]2[N:57]=[C:58]([C:61]#[N:62])[N:59]=[CH:60][C:55]=2[CH:54]=[C:53]1[CH2:27][N:29]1[CH2:30][CH2:31][C:32]2([N:36]([CH3:37])[C:35](=[O:40])[N:34]([CH2:41][CH2:1][CH3:2])[C:33]2=[O:42])[CH2:43][CH2:44]1. Given the reactants [C:1](OC(N1CCC2(NC(=O)N(C)C2=O)CC1)=O)(C)(C)[CH3:2].[Br-].C(O[C:27]([N:29]1[CH2:44][CH2:43][C:32]2([N:36]([CH2:37]CC)[C:35](=[O:40])[N:34]([CH3:41])[C:33]2=[O:42])[CH2:31][CH2:30]1)=O)(C)(C)C.C(=O)([O-])[O-].[K+].[K+].BrC[C:53]1[N:63]([CH2:64][C:65]([CH3:68])([CH3:67])[CH3:66])[C:56]2[N:57]=[C:58]([C:61]#[N:62])[N:59]=[CH:60][C:55]=2[CH:54]=1, predict the reaction product.